This data is from Peptide-MHC class I binding affinity with 185,985 pairs from IEDB/IMGT. The task is: Regression. Given a peptide amino acid sequence and an MHC pseudo amino acid sequence, predict their binding affinity value. This is MHC class I binding data. (1) The peptide sequence is FAIVPPLQI. The MHC is HLA-B57:01 with pseudo-sequence HLA-B57:01. The binding affinity (normalized) is 0.0847. (2) The peptide sequence is AMYYRRTER. The MHC is HLA-B18:01 with pseudo-sequence HLA-B18:01. The binding affinity (normalized) is 0.0847. (3) The peptide sequence is YIFRNTINM. The MHC is HLA-B08:01 with pseudo-sequence HLA-B08:01. The binding affinity (normalized) is 0.0847. (4) The peptide sequence is ETQTGMHAH. The MHC is HLA-A02:01 with pseudo-sequence HLA-A02:01. The binding affinity (normalized) is 0.0847. (5) The peptide sequence is HTVGLGQGY. The MHC is HLA-A26:01 with pseudo-sequence HLA-A26:01. The binding affinity (normalized) is 0.898. (6) The peptide sequence is LLTACTIFYI. The MHC is HLA-A68:01 with pseudo-sequence HLA-A68:01. The binding affinity (normalized) is 0.225.